This data is from Reaction yield outcomes from USPTO patents with 853,638 reactions. The task is: Predict the reaction yield, written as a fraction of the theoretical maximum amount of product (1.0 means a 100% yield; for example, 0.34 means a 34% yield). The reactants are [Br:1][C:2]1[CH:7]=[CH:6][C:5]([NH:8][C:9](=O)[CH:10]([CH3:12])[CH3:11])=[CH:4][CH:3]=1.COC1C=CC(P2(=S)SP(=S)(C3C=CC(OC)=CC=3)[S:23]2)=CC=1. The catalyst is C1(C)C=CC=CC=1. The product is [Br:1][C:2]1[CH:7]=[CH:6][C:5]([NH:8][C:9](=[S:23])[CH:10]([CH3:12])[CH3:11])=[CH:4][CH:3]=1. The yield is 0.700.